Dataset: Reaction yield outcomes from USPTO patents with 853,638 reactions. Task: Predict the reaction yield, written as a fraction of the theoretical maximum amount of product (1.0 means a 100% yield; for example, 0.34 means a 34% yield). (1) The reactants are [OH:1][C:2]1[CH:7]=[CH:6][C:5]([N:8]2[C:13](=[O:14])[C:12]([CH2:15][C:16]3[CH:21]=[CH:20][C:19]([C:22]4[C:23]([C:28]#[N:29])=[CH:24][CH:25]=[CH:26][CH:27]=4)=[CH:18][CH:17]=3)=[C:11]([CH2:30][CH2:31][CH3:32])[N:10]=[C:9]2[CH3:33])=[CH:4][CH:3]=1.C(=O)([O-])[O-].[K+].[K+].Br[CH2:41][CH2:42][F:43]. The catalyst is CN(C)C=O.C(OCC)(=O)C. The product is [F:43][CH2:42][CH2:41][O:1][C:2]1[CH:3]=[CH:4][C:5]([N:8]2[C:13](=[O:14])[C:12]([CH2:15][C:16]3[CH:21]=[CH:20][C:19]([C:22]4[C:23]([C:28]#[N:29])=[CH:24][CH:25]=[CH:26][CH:27]=4)=[CH:18][CH:17]=3)=[C:11]([CH2:30][CH2:31][CH3:32])[N:10]=[C:9]2[CH3:33])=[CH:6][CH:7]=1. The yield is 1.00. (2) The reactants are [F:1][C:2]1[CH:7]=[CH:6][CH:5]=[C:4]([F:8])[C:3]=1[N:9]1[C:14]2[N:15]=[C:16](S(C)(=O)=O)[N:17]=[C:18]([C:19]3[CH:24]=[CH:23][C:22]([F:25])=[CH:21][C:20]=3[CH3:26])[C:13]=2[CH:12]=[CH:11][C:10]1=[O:31].Cl.[O:33]1[CH2:37][CH2:36][CH:35]([NH2:38])[CH2:34]1.C(N(CC)CC)C. No catalyst specified. The product is [F:1][C:2]1[CH:7]=[CH:6][CH:5]=[C:4]([F:8])[C:3]=1[N:9]1[C:14]2[N:15]=[C:16]([NH:38][CH:35]3[CH2:36][CH2:37][O:33][CH2:34]3)[N:17]=[C:18]([C:19]3[CH:24]=[CH:23][C:22]([F:25])=[CH:21][C:20]=3[CH3:26])[C:13]=2[CH:12]=[CH:11][C:10]1=[O:31]. The yield is 0.300. (3) The reactants are [C:1]([C:3]1[C:11]2[C:6](=[CH:7][C:8]([O:12]C)=[CH:9][CH:10]=2)[N:5]([CH2:14][CH3:15])[C:4]=1[C:16]#[C:17][C:18]1[CH:23]=[CH:22][C:21]([NH:24][C:25]([CH:27]2[CH2:29][CH2:28]2)=[O:26])=[CH:20][CH:19]=1)#[N:2].B(Br)(Br)Br. No catalyst specified. The product is [C:1]([C:3]1[C:11]2[C:6](=[CH:7][C:8]([OH:12])=[CH:9][CH:10]=2)[N:5]([CH2:14][CH3:15])[C:4]=1[C:16]#[C:17][C:18]1[CH:19]=[CH:20][C:21]([NH:24][C:25]([CH:27]2[CH2:28][CH2:29]2)=[O:26])=[CH:22][CH:23]=1)#[N:2]. The yield is 0.540. (4) The reactants are [CH3:1][N:2]([CH3:21])[CH2:3][CH2:4][N:5]1[CH:9]=[C:8]([C:10]2[CH:15]=[CH:14][C:13]([NH:16][CH:17]=O)=[C:12]([O:19][CH3:20])[CH:11]=2)[CH:7]=[N:6]1.[CH:22]1([NH:28][C:29]2[C:34]3[N:35]=C(S(C)(=O)=O)[N:37]=[CH:38][C:33]=3[CH:32]=[CH:31][N:30]=2)[CH2:27][CH2:26][CH2:25][CH2:24][CH2:23]1. No catalyst specified. The product is [CH:22]1([NH:28][C:29]2[C:34]3[N:35]=[C:17]([NH:16][C:13]4[CH:14]=[CH:15][C:10]([C:8]5[CH:7]=[N:6][N:5]([CH2:4][CH2:3][N:2]([CH3:21])[CH3:1])[CH:9]=5)=[CH:11][C:12]=4[O:19][CH3:20])[N:37]=[CH:38][C:33]=3[CH:32]=[CH:31][N:30]=2)[CH2:23][CH2:24][CH2:25][CH2:26][CH2:27]1. The yield is 0.250.